The task is: Predict the product of the given reaction.. This data is from Forward reaction prediction with 1.9M reactions from USPTO patents (1976-2016). (1) Given the reactants [CH2:1]([C:8]1[CH:9]=[C:10]([CH2:28][CH:29]([O:35][CH2:36][CH3:37])[C:30]([O:32]CC)=[O:31])[CH:11]=[CH:12][C:13]=1[O:14][CH2:15][CH2:16][C:17]1[CH:22]=[CH:21][C:20]([O:23][S:24]([CH3:27])(=[O:26])=[O:25])=[CH:19][CH:18]=1)[C:2]1[CH:7]=[CH:6][CH:5]=[CH:4][CH:3]=1.[OH-].[Li+], predict the reaction product. The product is: [CH2:1]([C:8]1[CH:9]=[C:10]([CH2:28][CH:29]([O:35][CH2:36][CH3:37])[C:30]([OH:32])=[O:31])[CH:11]=[CH:12][C:13]=1[O:14][CH2:15][CH2:16][C:17]1[CH:22]=[CH:21][C:20]([O:23][S:24]([CH3:27])(=[O:26])=[O:25])=[CH:19][CH:18]=1)[C:2]1[CH:3]=[CH:4][CH:5]=[CH:6][CH:7]=1. (2) Given the reactants [CH2:1]([O:8][C:9]1[CH:18]=[CH:17][C:16]([C:19](=[O:25])[CH:20](OCC)O)=[CH:15][C:10]=1[C:11]([O:13][CH3:14])=[O:12])[C:2]1[CH:7]=[CH:6][CH:5]=[CH:4][CH:3]=1.[CH3:26][C:27]([NH2:36])([CH3:35])[CH2:28][CH2:29][N:30]1[CH:34]=[N:33][N:32]=[CH:31]1, predict the reaction product. The product is: [CH2:1]([O:8][C:9]1[CH:18]=[CH:17][C:16]([C:19](=[O:25])[CH:20]=[N:36][C:27]([CH3:35])([CH3:26])[CH2:28][CH2:29][N:30]2[CH:31]=[N:32][N:33]=[CH:34]2)=[CH:15][C:10]=1[C:11]([O:13][CH3:14])=[O:12])[C:2]1[CH:3]=[CH:4][CH:5]=[CH:6][CH:7]=1. (3) Given the reactants Br[C:2]1[CH:18]=[C:17]([CH3:19])[C:5]2[N:6]=[C:7]([NH:10][C:11]3[CH:16]=[CH:15][CH:14]=[CH:13][CH:12]=3)[N:8]=[N:9][C:4]=2[CH:3]=1.[F:20][C:21]1[CH:26]=[CH:25][CH:24]=[C:23]([O:27][CH3:28])[C:22]=1B(O)O.C(=O)([O-])[O-].[K+].[K+].C1(P(C2C=CC=CC=2)C2C=CC=CC=2)C=CC=CC=1, predict the reaction product. The product is: [F:20][C:21]1[CH:26]=[CH:25][CH:24]=[C:23]([O:27][CH3:28])[C:22]=1[C:2]1[CH:18]=[C:17]([CH3:19])[C:5]2[N:6]=[C:7]([NH:10][C:11]3[CH:16]=[CH:15][CH:14]=[CH:13][CH:12]=3)[N:8]=[N:9][C:4]=2[CH:3]=1. (4) Given the reactants [ClH:1].[NH2:2][CH2:3][C@H:4]1[CH2:13][CH2:12][C:11]2[C:6](=[CH:7][CH:8]=[CH:9][CH:10]=2)[O:5]1.[O-]CC.[Na+].[F:18][C:19]1[CH:24]=[CH:23][C:22]([C:25]2[CH:26]=[C:27]([CH:31]=O)[CH:28]=[N:29][CH:30]=2)=[CH:21][CH:20]=1.[BH4-].[Na+].Cl, predict the reaction product. The product is: [ClH:1].[F:18][C:19]1[CH:20]=[CH:21][C:22]([C:25]2[CH:26]=[C:27]([CH2:31][NH:2][CH2:3][C@H:4]3[CH2:13][CH2:12][C:11]4[C:6](=[CH:7][CH:8]=[CH:9][CH:10]=4)[O:5]3)[CH:28]=[N:29][CH:30]=2)=[CH:23][CH:24]=1. (5) Given the reactants [C:1]([C@@H:3]1[CH2:8][CH2:7][CH2:6][C@H:5]([NH:9][C:10](=O)OCC2C=CC=CC=2)[CH2:4]1)#[N:2].CCN(C(C)C)C(C)C.[Cl:29][C:30]1[CH:31]=[C:32]2[C:38]([C:39]3[N:44]=C(S(C)=O)[C:42]([F:48])=[CH:41][N:40]=3)=[CH:37][N:36]([S:49]([C:52]3[CH:58]=[CH:57][C:55]([CH3:56])=[CH:54][CH:53]=3)(=[O:51])=[O:50])[C:33]2=[N:34][CH:35]=1, predict the reaction product. The product is: [Cl:29][C:30]1[CH:31]=[C:32]2[C:38]([C:39]3[N:44]=[C:10]([NH:9][C@H:5]4[CH2:6][CH2:7][CH2:8][C@@H:3]([C:1]#[N:2])[CH2:4]4)[C:42]([F:48])=[CH:41][N:40]=3)=[CH:37][N:36]([S:49]([C:52]3[CH:53]=[CH:54][C:55]([CH3:56])=[CH:57][CH:58]=3)(=[O:51])=[O:50])[C:33]2=[N:34][CH:35]=1. (6) Given the reactants [CH2:1]([NH:5][C:6]([CH:8]1[CH2:13][CH2:12][N:11]([C:14]2[C:19]3[CH2:20][NH:21][C:22](=[O:23])[C:18]=3[CH:17]=[C:16](Cl)[N:15]=2)[CH2:10][CH2:9]1)=[O:7])[CH:2]([CH3:4])[CH3:3].[CH:25]1([NH:31][C:32]2[CH:37]=[C:36]([Sn](C)(C)C)[CH:35]=[CH:34][N:33]=2)[CH2:30][CH2:29][CH2:28][CH2:27][CH2:26]1.[F-].[Cs+], predict the reaction product. The product is: [CH2:1]([NH:5][C:6]([CH:8]1[CH2:13][CH2:12][N:11]([C:14]2[C:19]3[CH2:20][NH:21][C:22](=[O:23])[C:18]=3[CH:17]=[C:16]([C:36]3[CH:35]=[CH:34][N:33]=[C:32]([NH:31][CH:25]4[CH2:30][CH2:29][CH2:28][CH2:27][CH2:26]4)[CH:37]=3)[N:15]=2)[CH2:10][CH2:9]1)=[O:7])[CH:2]([CH3:4])[CH3:3]. (7) Given the reactants Cl[CH:2]1[N:7](Cl)[CH:6]=[C:5]([C:9]([F:12])([F:11])[F:10])[CH:4]=[N:3]1.[NH2:13][C:14]1[C:30]([O:31][CH3:32])=[CH:29][C:17]2[CH2:18][CH2:19][N:20]([CH2:23][C:24]([N:26]([CH3:28])[CH3:27])=[O:25])[CH2:21][CH2:22][C:16]=2[CH:15]=1.C(N(CC)C(C)C)(C)C.[CH3:42][CH:43]([S:45]([C:48]1[CH:53]=[CH:52][CH:51]=[CH:50][C:49]=1[NH2:54])(=[O:47])=[O:46])[CH3:44].C12(CS(O)(=O)=O)C(C)(C)C(CC1)CC2=O, predict the reaction product. The product is: [CH3:32][O:31][C:30]1[C:14]([NH:13][C:2]2[N:7]=[C:6]([NH:54][C:49]3[CH:50]=[CH:51][CH:52]=[CH:53][C:48]=3[S:45]([CH:43]([CH3:44])[CH3:42])(=[O:47])=[O:46])[C:5]([C:9]([F:12])([F:11])[F:10])=[CH:4][N:3]=2)=[CH:15][C:16]2[CH2:22][CH2:21][N:20]([CH2:23][C:24]([N:26]([CH3:28])[CH3:27])=[O:25])[CH2:19][CH2:18][C:17]=2[CH:29]=1. (8) Given the reactants [F:1][C:2]1[CH:3]=[CH:4][C:5]([C:8]2[C:12]([CH2:13][CH2:14][C:15]3[S:16][C:17]([C:21]([OH:23])=O)=[C:18]([CH3:20])[N:19]=3)=[C:11]([CH3:24])[O:10][N:9]=2)=[N:6][CH:7]=1.[NH2:25][CH2:26][CH:27]1[CH2:29][CH2:28]1, predict the reaction product. The product is: [CH:27]1([CH2:26][NH:25][C:21]([C:17]2[S:16][C:15]([CH2:14][CH2:13][C:12]3[C:8]([C:5]4[CH:4]=[CH:3][C:2]([F:1])=[CH:7][N:6]=4)=[N:9][O:10][C:11]=3[CH3:24])=[N:19][C:18]=2[CH3:20])=[O:23])[CH2:29][CH2:28]1.